Dataset: Forward reaction prediction with 1.9M reactions from USPTO patents (1976-2016). Task: Predict the product of the given reaction. (1) Given the reactants [CH3:1][C:2]1([CH3:27])[C:6]([CH3:8])([CH3:7])[O:5][B:4]([C:9]2[CH:10]=[N:11][N:12]([CH:14]3[CH2:19][CH2:18][N:17](C(OC(C)(C)C)=O)[CH2:16][CH2:15]3)[CH:13]=2)[O:3]1.[ClH:28], predict the reaction product. The product is: [ClH:28].[CH3:1][C:2]1([CH3:27])[C:6]([CH3:7])([CH3:8])[O:5][B:4]([C:9]2[CH:10]=[N:11][N:12]([CH:14]3[CH2:19][CH2:18][NH:17][CH2:16][CH2:15]3)[CH:13]=2)[O:3]1. (2) Given the reactants [CH2:1]([O:8][C:9]([CH:12]1[CH2:17][CH:16]([OH:18])[CH2:15][CH2:14][O:13]1)([CH3:11])[CH3:10])[C:2]1[CH:7]=[CH:6][CH:5]=[CH:4][CH:3]=1.C1C=C[NH+]=CC=1.[O-][Cr](Cl)(=O)=O, predict the reaction product. The product is: [CH2:1]([O:8][C:9]([CH:12]1[CH2:17][C:16](=[O:18])[CH2:15][CH2:14][O:13]1)([CH3:11])[CH3:10])[C:2]1[CH:3]=[CH:4][CH:5]=[CH:6][CH:7]=1. (3) Given the reactants [CH2:1]([O:3][C:4](=[O:18])[CH:5]([O:14][CH:15]([CH3:17])[CH3:16])[CH2:6][C:7]1[CH:12]=[CH:11][C:10]([OH:13])=[CH:9][CH:8]=1)[CH3:2].[CH3:19][N:20]1[CH:24]([CH2:25][CH2:26]OS(C2C=CC(C)=CC=2)(=O)=O)[CH2:23][N:22]([CH2:38][C:39]2[CH:44]=[CH:43][C:42](C(F)(F)F)=[CH:41][CH:40]=2)[C:21]1=[O:49].CN(C=[O:54])C, predict the reaction product. The product is: [CH2:1]([O:3][C:4](=[O:18])[CH:5]([O:14][CH:15]([CH3:17])[CH3:16])[CH2:6][C:7]1[CH:8]=[CH:9][C:10]([O:13][CH2:26][CH2:25][CH:24]2[CH2:23][N:22]([CH2:38][C:39]3[CH:44]=[CH:43][C:42]([OH:54])=[CH:41][CH:40]=3)[C:21](=[O:49])[N:20]2[CH3:19])=[CH:11][CH:12]=1)[CH3:2]. (4) Given the reactants [NH2:1][C@H:2]([C:4]1[C:13]([CH2:14][N:15]2[CH2:20][CH2:19][N:18]([C:21]([O:23][C:24]([CH3:27])([CH3:26])[CH3:25])=[O:22])[CH2:17][CH2:16]2)=[C:12]([O:28][CH3:29])[C:11]2[C:6](=[CH:7][CH:8]=[C:9]([F:30])[CH:10]=2)[N:5]=1)[CH3:3].[NH2:31][C:32]1[C:37]([C:38]#[N:39])=[C:36](Cl)[N:35]=[CH:34][N:33]=1.CCN(C(C)C)C(C)C, predict the reaction product. The product is: [NH2:31][C:32]1[N:33]=[CH:34][N:35]=[C:36]([NH:1][C@H:2]([C:4]2[C:13]([CH2:14][N:15]3[CH2:16][CH2:17][N:18]([C:21]([O:23][C:24]([CH3:25])([CH3:26])[CH3:27])=[O:22])[CH2:19][CH2:20]3)=[C:12]([O:28][CH3:29])[C:11]3[C:6](=[CH:7][CH:8]=[C:9]([F:30])[CH:10]=3)[N:5]=2)[CH3:3])[C:37]=1[C:38]#[N:39]. (5) Given the reactants FC(F)(F)S(OS(C(F)(F)F)(=O)=O)(=O)=O.[Si:16]([O:23][CH2:24][C:25]1([CH2:39][O:40][Si:41]([C:44]([CH3:47])([CH3:46])[CH3:45])([CH3:43])[CH3:42])[O:30][C:29]2[CH:31]=[CH:32][C:33]([N+:35]([O-:37])=[O:36])=[CH:34][C:28]=2[NH:27][C:26]1=O)([C:19]([CH3:22])([CH3:21])[CH3:20])([CH3:18])[CH3:17].[N-:48]=[N+:49]=[N-:50].[Na+], predict the reaction product. The product is: [Si:41]([O:40][CH2:39][C:25]1([CH2:24][O:23][Si:16]([C:19]([CH3:20])([CH3:21])[CH3:22])([CH3:17])[CH3:18])[O:30][C:29]2[CH:31]=[CH:32][C:33]([N+:35]([O-:37])=[O:36])=[CH:34][C:28]=2[N:27]2[N:48]=[N:49][N:50]=[C:26]12)([C:44]([CH3:45])([CH3:46])[CH3:47])([CH3:43])[CH3:42].